Predict the reaction yield, written as a fraction of the theoretical maximum amount of product (1.0 means a 100% yield; for example, 0.34 means a 34% yield). From a dataset of Reaction yield outcomes from USPTO patents with 853,638 reactions. (1) The reactants are [H-].[Na+].[CH2:3]([O:5][C:6](=[O:12])[CH:7]([CH3:11])[C:8]([CH3:10])=[O:9])[CH3:4].Br[CH2:14][CH2:15][CH2:16][CH2:17][CH2:18][O:19][C:20](=[O:22])[CH3:21]. The catalyst is C1(C)C=CC=CC=1. The product is [C:8]([C:7]([CH3:11])([CH2:14][CH2:15][CH2:16][CH2:17][CH2:18][O:19][C:20](=[O:22])[CH3:21])[C:6]([O:5][CH2:3][CH3:4])=[O:12])(=[O:9])[CH3:10]. The yield is 0.450. (2) The reactants are Br[C:2]1[CH:3]=[C:4]([CH:14]=[O:15])[O:5][C:6]=1[C:7]1[CH:12]=[CH:11][CH:10]=[CH:9][C:8]=1[F:13].[C:16]1([SH:22])[CH:21]=[CH:20][CH:19]=[CH:18][CH:17]=1.C(=O)([O-])[O-].[K+].[K+].O. The catalyst is CN(C)C=O.[Cu].C(OCC)(=O)C. The product is [F:13][C:8]1[CH:9]=[CH:10][CH:11]=[CH:12][C:7]=1[C:6]1[O:5][C:4]([CH:14]=[O:15])=[CH:3][C:2]=1[S:22][C:16]1[CH:21]=[CH:20][CH:19]=[CH:18][CH:17]=1. The yield is 0.170. (3) The reactants are C(O[CH:4](OCC)[CH2:5][CH2:6][CH2:7][NH2:8])C.[CH:12]([C:14]([CH3:16])=O)=[CH2:13].Cl.Cl.[Br:19][C:20]1[CH:21]=[C:22]([N:26]([CH3:28])N)[CH:23]=[CH:24][CH:25]=1. The catalyst is CCOCC.CCO. The product is [Br:19][C:20]1[CH:21]=[C:22]2[C:23]([C:12]3[CH2:13][N:8]4[CH:4]([CH2:5][CH2:6][CH2:7]4)[CH2:16][C:14]=3[N:26]2[CH3:28])=[CH:24][CH:25]=1. The yield is 0.370. (4) The reactants are [CH3:1][O:2][C:3](=[O:23])[C@@H:4]([NH:15][C:16]([O:18][C:19]([CH3:22])([CH3:21])[CH3:20])=[O:17])[CH2:5][C:6]1[CH:11]=[CH:10][C:9]([N+:12]([O-])=O)=[CH:8][CH:7]=1.[Cl-].[NH4+].CO. The catalyst is [Zn].O. The product is [CH3:1][O:2][C:3](=[O:23])[C@@H:4]([NH:15][C:16]([O:18][C:19]([CH3:21])([CH3:20])[CH3:22])=[O:17])[CH2:5][C:6]1[CH:11]=[CH:10][C:9]([NH2:12])=[CH:8][CH:7]=1. The yield is 1.00. (5) The reactants are [CH3:1][C:2]1[CH:10]=[CH:9][C:8]([N:11]([CH3:20])[S:12]([C:15]2[S:16][CH:17]=[CH:18][CH:19]=2)(=[O:14])=[O:13])=[C:7]2[C:3]=1[CH:4]=[C:5]([C:21]1[S:22][CH:23]=[C:24]([C:26]([O:28]CC)=[O:27])[N:25]=1)[NH:6]2.[OH-].[K+]. The catalyst is O1CCCC1.CO.C(OCC)(=O)C. The product is [CH3:1][C:2]1[CH:10]=[CH:9][C:8]([N:11]([CH3:20])[S:12]([C:15]2[S:16][CH:17]=[CH:18][CH:19]=2)(=[O:14])=[O:13])=[C:7]2[C:3]=1[CH:4]=[C:5]([C:21]1[S:22][CH:23]=[C:24]([C:26]([OH:28])=[O:27])[N:25]=1)[NH:6]2. The yield is 0.980. (6) The reactants are [C:1]([NH:9][C:10]1[S:11][CH2:12][C@@H:13]2[CH2:18][N:17](C(OCC3C=CC=CC=3)=O)[CH2:16][C@:14]2([C:29]2[S:30][C:31]([C:34]#[N:35])=[CH:32][CH:33]=2)[N:15]=1)(=[O:8])[C:2]1[CH:7]=[CH:6][CH:5]=[CH:4][CH:3]=1.CO. The catalyst is C(#N)C.I[Si](C)(C)C. The product is [C:34]([C:31]1[S:30][C:29]([C@:14]23[CH2:16][NH:17][CH2:18][C@H:13]2[CH2:12][S:11][C:10]([NH:9][C:1](=[O:8])[C:2]2[CH:3]=[CH:4][CH:5]=[CH:6][CH:7]=2)=[N:15]3)=[CH:33][CH:32]=1)#[N:35]. The yield is 1.18.